Dataset: Catalyst prediction with 721,799 reactions and 888 catalyst types from USPTO. Task: Predict which catalyst facilitates the given reaction. (1) Reactant: C[C:2]1([CH3:13])[CH2:11][CH:10](N)[C:9]2[C:4](=[CH:5][CH:6]=[CH:7][CH:8]=2)[O:3]1.[CH:14]1([O:19][C:20]2[CH:25]=[CH:24][CH:23]=[CH:22][C:21]=2[CH:26]([CH3:30])C(O)=O)[CH2:18][CH2:17][CH2:16][CH2:15]1.CCN=C=NCCCN(C)C.[ClH:42].C1C=CC2N([OH:52])N=NC=2C=1.C([N:55]([CH2:58][CH3:59])[CH2:56]C)C. Product: [Cl:42][C:7]1[CH:8]=[C:9]2[C:4](=[CH:5][CH:6]=1)[O:3][C:2]1([CH2:11][CH2:10][CH2:13]1)[CH2:59][CH:58]2[NH:55][C:56](=[O:52])[CH2:30][CH2:26][C:21]1[CH:22]=[CH:23][CH:24]=[CH:25][C:20]=1[O:19][CH:14]1[CH2:15][CH2:16][CH2:17][CH2:18]1. The catalyst class is: 4. (2) Reactant: [I:1][C:2]1[CH:7]=[CH:6][NH:5][C:4](=[O:8])[CH:3]=1.[CH3:9][CH:10](O)[CH3:11].C1(P(C2C=CC=CC=2)C2C=CC=CC=2)C=CC=CC=1.CC(OC(/N=N/C(OC(C)C)=O)=O)C. Product: [I:1][C:2]1[CH:7]=[CH:6][N:5]=[C:4]([O:8][CH:10]([CH3:11])[CH3:9])[CH:3]=1. The catalyst class is: 2. (3) Reactant: [N+:1]([C:4]1[N:5]=[CH:6][NH:7][CH:8]=1)([O-:3])=[O:2].[H-].[Na+].Br[C:12]([CH3:19])([CH3:18])[C:13]([O:15][CH2:16][CH3:17])=[O:14].O. Product: [CH3:18][C:12]([N:7]1[CH:8]=[C:4]([N+:1]([O-:3])=[O:2])[N:5]=[CH:6]1)([CH3:19])[C:13]([O:15][CH2:16][CH3:17])=[O:14]. The catalyst class is: 9. (4) Reactant: [Si]([O:8][C:9]1[CH:10]=[C:11]([CH:15]2[CH:19]=[C:18]([C:20]3[CH:25]=[C:24]([Cl:26])[CH:23]=[CH:22][C:21]=3[F:27])[CH2:17][N:16]2[C:28](=[O:40])[C:29]([NH:32]C(=O)OC(C)(C)C)([CH3:31])[CH3:30])[CH:12]=[CH:13][CH:14]=1)(C(C)(C)C)(C)C.FC(F)(F)C(O)=O.C(=O)([O-])[O-].[K+].[K+].O. Product: [Cl:26][C:24]1[CH:23]=[CH:22][C:21]([F:27])=[C:20]([C:18]2[CH2:17][N:16]([C:28](=[O:40])[C:29]([CH3:31])([CH3:30])[NH2:32])[CH:15]([C:11]3[CH:12]=[CH:13][CH:14]=[C:9]([OH:8])[CH:10]=3)[CH:19]=2)[CH:25]=1. The catalyst class is: 98. (5) The catalyst class is: 3. Reactant: [N:1]1[CH:6]=[CH:5][CH:4]=[CH:3][C:2]=1[C:7]1[N:12]=[C:11]([OH:13])[C:10]([C:14]#[C:15][Si](C)(C)C)=[CH:9][N:8]=1.Cl[CH2:21][C:22]1[CH:27]=[CH:26][C:25]([O:28][CH3:29])=[CH:24][CH:23]=1.C(N(CC)CC)C.O. Product: [C:14]([C:10]1[C:11]([O:13][CH2:21][C:22]2[CH:27]=[CH:26][C:25]([O:28][CH3:29])=[CH:24][CH:23]=2)=[N:12][C:7]([C:2]2[CH:3]=[CH:4][CH:5]=[CH:6][N:1]=2)=[N:8][CH:9]=1)#[CH:15].